This data is from Oral bioavailability binary classification data from Ma et al.. The task is: Regression/Classification. Given a drug SMILES string, predict its absorption, distribution, metabolism, or excretion properties. Task type varies by dataset: regression for continuous measurements (e.g., permeability, clearance, half-life) or binary classification for categorical outcomes (e.g., BBB penetration, CYP inhibition). Dataset: bioavailability_ma. (1) The compound is OC(CCN1CCCC1)(c1ccccc1)C1CCCCC1. The result is 1 (high bioavailability). (2) The molecule is CC(=O)Nc1ccc(O)cc1. The result is 1 (high bioavailability). (3) The molecule is CC(CC(c1ccccc1)c1ccccc1)NC(C)(C)C. The result is 1 (high bioavailability). (4) The drug is CN1C(=O)CN=C(c2ccccc2)c2cc(Cl)ccc21. The result is 1 (high bioavailability). (5) The compound is CC(C)NCC(O)COc1cccc2ccccc12. The result is 1 (high bioavailability). (6) The drug is C[C@]12CCC3=C4CCC(=O)C=C4CC[C@H]3[C@@H]1CC[C@@]2(O)CC#N. The result is 1 (high bioavailability). (7) The drug is C=C1CC[C@@]2(O)[C@H]3Cc4ccc(O)c5c4[C@@]2(CCN3CC2CC2)[C@H]1O5. The result is 1 (high bioavailability). (8) The compound is CN1C(=O)C(O)N=C(c2ccccc2Cl)c2cc(Cl)ccc21. The result is 1 (high bioavailability).